This data is from Forward reaction prediction with 1.9M reactions from USPTO patents (1976-2016). The task is: Predict the product of the given reaction. (1) Given the reactants Cl[C:2]1[N:7]=[C:6]([NH:8][C@@H:9]2[CH2:13][CH2:12][O:11][CH2:10]2)[C:5]([CH3:14])=[C:4]([Cl:15])[N:3]=1.C([O-])([O-])=O.[Na+].[Na+].[OH:22][C:23]1[CH:24]=[C:25](B(O)O)[CH:26]=[CH:27][CH:28]=1, predict the reaction product. The product is: [Cl:15][C:4]1[C:5]([CH3:14])=[C:6]([NH:8][C@@H:9]2[CH2:13][CH2:12][O:11][CH2:10]2)[N:7]=[C:2]([C:27]2[CH:28]=[C:23]([OH:22])[CH:24]=[CH:25][CH:26]=2)[N:3]=1. (2) Given the reactants C(OC(=O)[NH:7][C:8]1[CH:13]=[C:12]([CH3:14])[C:11]([C:15]([F:18])([F:17])[F:16])=[CH:10][C:9]=1[NH:19][C:20](=[O:37])[CH2:21][C:22]([C:24]1[CH:29]=[CH:28][CH:27]=[C:26]([C:30]2[CH:35]=[N:34][CH:33]=[C:32]([CH3:36])[N:31]=2)[CH:25]=1)=O)(C)(C)C.C(O)(C(F)(F)F)=O, predict the reaction product. The product is: [CH3:14][C:12]1[C:11]([C:15]([F:17])([F:16])[F:18])=[CH:10][C:9]2[NH:19][C:20](=[O:37])[CH2:21][C:22]([C:24]3[CH:29]=[CH:28][CH:27]=[C:26]([C:30]4[CH:35]=[N:34][CH:33]=[C:32]([CH3:36])[N:31]=4)[CH:25]=3)=[N:7][C:8]=2[CH:13]=1. (3) Given the reactants Br[C:2]1[CH:3]=[C:4]([C:9]2[N:10]=[N:11][NH:12][N:13]=2)[CH:5]=[CH:6][C:7]=1[Cl:8].CC1(C)C(C)(C)OB([C:22]2[CH:23]=[CH:24][C:25]([NH2:28])=[N:26][CH:27]=2)O1.[C:30](=O)([O-])[O-].[K+].[K+].O1CCOCC1, predict the reaction product. The product is: [Cl:8][C:7]1[CH:6]=[CH:5][C:4]([C:9]2[N:10]=[N:11][N:12]([CH3:30])[N:13]=2)=[CH:3][C:2]=1[C:22]1[CH:23]=[CH:24][C:25]([NH2:28])=[N:26][CH:27]=1. (4) Given the reactants Cl[C:2]1[CH:7]=[C:6]([C:8]([F:11])([F:10])[F:9])[N:5]=[CH:4][N:3]=1.[NH:12]1[CH2:17][CH2:16][NH:15][CH2:14][CH2:13]1.C(N(CC)CC)C, predict the reaction product. The product is: [N:12]1([C:2]2[CH:7]=[C:6]([C:8]([F:11])([F:10])[F:9])[N:5]=[CH:4][N:3]=2)[CH2:17][CH2:16][NH:15][CH2:14][CH2:13]1. (5) Given the reactants C[O:2][C:3]([C:5]1[N:6]=[C:7]2[CH:23]=[CH:22][C:21]([CH2:24][N:25]3[CH2:30][CH2:29][O:28][CH2:27][CH2:26]3)=[CH:20][N:8]2[C:9](=[O:19])[C:10]=1[O:11][CH2:12][C:13]1[CH:18]=[CH:17][CH:16]=[CH:15][CH:14]=1)=O.O.[NH2:32][NH2:33], predict the reaction product. The product is: [CH2:12]([O:11][C:10]1[C:9](=[O:19])[N:8]2[CH:20]=[C:21]([CH2:24][N:25]3[CH2:26][CH2:27][O:28][CH2:29][CH2:30]3)[CH:22]=[CH:23][C:7]2=[N:6][C:5]=1[C:3]([NH:32][NH2:33])=[O:2])[C:13]1[CH:18]=[CH:17][CH:16]=[CH:15][CH:14]=1.